Task: Regression. Given two drug SMILES strings and cell line genomic features, predict the synergy score measuring deviation from expected non-interaction effect.. Dataset: NCI-60 drug combinations with 297,098 pairs across 59 cell lines (1) Drug 1: C1=CN(C(=O)N=C1N)C2C(C(C(O2)CO)O)O.Cl. Drug 2: C1=CC=C(C=C1)NC(=O)CCCCCCC(=O)NO. Cell line: SK-MEL-28. Synergy scores: CSS=37.0, Synergy_ZIP=-7.94, Synergy_Bliss=-3.55, Synergy_Loewe=-2.86, Synergy_HSA=-0.0113. (2) Synergy scores: CSS=23.3, Synergy_ZIP=-5.03, Synergy_Bliss=0.525, Synergy_Loewe=-9.34, Synergy_HSA=-0.395. Drug 1: CNC(=O)C1=CC=CC=C1SC2=CC3=C(C=C2)C(=NN3)C=CC4=CC=CC=N4. Cell line: HCT-15. Drug 2: C1=CN(C(=O)N=C1N)C2C(C(C(O2)CO)O)O.Cl. (3) Drug 1: CC1=CC2C(CCC3(C2CCC3(C(=O)C)OC(=O)C)C)C4(C1=CC(=O)CC4)C. Drug 2: CN(C(=O)NC(C=O)C(C(C(CO)O)O)O)N=O. Cell line: ACHN. Synergy scores: CSS=2.13, Synergy_ZIP=0.221, Synergy_Bliss=1.47, Synergy_Loewe=1.69, Synergy_HSA=1.69. (4) Drug 1: CN(C)N=NC1=C(NC=N1)C(=O)N. Drug 2: CC1=C(C(=CC=C1)Cl)NC(=O)C2=CN=C(S2)NC3=CC(=NC(=N3)C)N4CCN(CC4)CCO. Cell line: HCT-15. Synergy scores: CSS=14.9, Synergy_ZIP=-3.39, Synergy_Bliss=-1.56, Synergy_Loewe=-43.9, Synergy_HSA=-0.404. (5) Drug 1: CS(=O)(=O)OCCCCOS(=O)(=O)C. Drug 2: C1CCC(C(C1)N)N.C(=O)(C(=O)[O-])[O-].[Pt+4]. Cell line: NCI-H522. Synergy scores: CSS=15.0, Synergy_ZIP=-7.73, Synergy_Bliss=-2.27, Synergy_Loewe=-10.8, Synergy_HSA=-0.399. (6) Drug 2: CC1CCC2CC(C(=CC=CC=CC(CC(C(=O)C(C(C(=CC(C(=O)CC(OC(=O)C3CCCCN3C(=O)C(=O)C1(O2)O)C(C)CC4CCC(C(C4)OC)O)C)C)O)OC)C)C)C)OC. Drug 1: CCC(=C(C1=CC=CC=C1)C2=CC=C(C=C2)OCCN(C)C)C3=CC=CC=C3.C(C(=O)O)C(CC(=O)O)(C(=O)O)O. Cell line: HCC-2998. Synergy scores: CSS=-4.09, Synergy_ZIP=-0.526, Synergy_Bliss=-6.00, Synergy_Loewe=-5.61, Synergy_HSA=-6.57. (7) Drug 1: CC1=CC=C(C=C1)C2=CC(=NN2C3=CC=C(C=C3)S(=O)(=O)N)C(F)(F)F. Drug 2: C(CC(=O)O)C(=O)CN.Cl. Cell line: RXF 393. Synergy scores: CSS=3.11, Synergy_ZIP=-0.113, Synergy_Bliss=2.07, Synergy_Loewe=0.361, Synergy_HSA=0.270. (8) Drug 1: C1C(C(OC1N2C=NC(=NC2=O)N)CO)O. Drug 2: C(CCl)NC(=O)N(CCCl)N=O. Cell line: HL-60(TB). Synergy scores: CSS=35.7, Synergy_ZIP=-3.63, Synergy_Bliss=-4.35, Synergy_Loewe=-20.4, Synergy_HSA=-0.0913. (9) Drug 1: C1=NC(=NC(=O)N1C2C(C(C(O2)CO)O)O)N. Drug 2: CN1C2=C(C=C(C=C2)N(CCCl)CCCl)N=C1CCCC(=O)O.Cl. Cell line: BT-549. Synergy scores: CSS=24.2, Synergy_ZIP=-5.55, Synergy_Bliss=3.49, Synergy_Loewe=-21.7, Synergy_HSA=1.84. (10) Drug 1: CC1C(C(CC(O1)OC2CC(CC3=C2C(=C4C(=C3O)C(=O)C5=C(C4=O)C(=CC=C5)OC)O)(C(=O)C)O)N)O.Cl. Synergy scores: CSS=22.0, Synergy_ZIP=-6.98, Synergy_Bliss=0.185, Synergy_Loewe=-15.4, Synergy_HSA=0.926. Drug 2: CC(C)CN1C=NC2=C1C3=CC=CC=C3N=C2N. Cell line: HOP-92.